From a dataset of Catalyst prediction with 721,799 reactions and 888 catalyst types from USPTO. Predict which catalyst facilitates the given reaction. Reactant: O.[OH-].[Li+].C[O:5][C:6]([C:8]1[N:12]=[C:11]([C:13]2[CH:18]=[CH:17][C:16]([C:19]#[N:20])=[CH:15][N:14]=2)[N:10]([C:21]2[CH:22]=[N:23][C:24]([O:27][CH3:28])=[CH:25][CH:26]=2)[N:9]=1)=[O:7].O.Cl. Product: [C:19]([C:16]1[CH:17]=[CH:18][C:13]([C:11]2[N:10]([C:21]3[CH:22]=[N:23][C:24]([O:27][CH3:28])=[CH:25][CH:26]=3)[N:9]=[C:8]([C:6]([OH:7])=[O:5])[N:12]=2)=[N:14][CH:15]=1)#[N:20]. The catalyst class is: 7.